This data is from Forward reaction prediction with 1.9M reactions from USPTO patents (1976-2016). The task is: Predict the product of the given reaction. (1) The product is: [Cl:12][C:5]1[C:6]([NH:8][CH:9]2[CH2:11][CH2:10]2)=[N:7][C:2]([NH:13][C:14]2[CH:15]=[C:16]([N:20]3[C:29](=[O:30])[CH2:28][CH2:27][C@H:21]3[C:22]([O:24][CH2:25][CH3:26])=[O:23])[CH:17]=[CH:18][CH:19]=2)=[N:3][CH:4]=1. Given the reactants Cl[C:2]1[N:7]=[C:6]([NH:8][CH:9]2[CH2:11][CH2:10]2)[C:5]([Cl:12])=[CH:4][N:3]=1.[NH2:13][C:14]1[CH:15]=[C:16]([N:20]2[C:29](=[O:30])[CH2:28][CH2:27][C@H:21]2[C:22]([O:24][CH2:25][CH3:26])=[O:23])[CH:17]=[CH:18][CH:19]=1.C1(C)C=CC(S(O)(=O)=O)=CC=1.C([O-])(O)=O.[Na+], predict the reaction product. (2) Given the reactants Cl[CH2:2][CH:3]=O.[CH3:5][O:6][C:7](=[O:25])[C:8]1[C:13]([NH:14][C:15]2[CH:20]=[CH:19][C:18]([Br:21])=[CH:17][C:16]=2[Cl:22])=[C:12]([Cl:23])[C:11]([NH2:24])=[N:10][CH:9]=1, predict the reaction product. The product is: [CH3:5][O:6][C:7]([C:8]1[C:13]([NH:14][C:15]2[CH:20]=[CH:19][C:18]([Br:21])=[CH:17][C:16]=2[Cl:22])=[C:12]([Cl:23])[C:11]2[N:10]([CH:2]=[CH:3][N:24]=2)[CH:9]=1)=[O:25]. (3) The product is: [CH3:14][O:15][C:16]1[C:21]([CH:22]([OH:23])[C:8]#[C:7][C:1]2[CH:6]=[CH:5][CH:4]=[CH:3][CH:2]=2)=[CH:20][CH:19]=[C:18]([O:24][CH3:25])[N:17]=1. Given the reactants [C:1]1([C:7]#[CH:8])[CH:6]=[CH:5][CH:4]=[CH:3][CH:2]=1.[Li]CCCC.[CH3:14][O:15][C:16]1[C:21]([CH:22]=[O:23])=[CH:20][CH:19]=[C:18]([O:24][CH3:25])[N:17]=1.[Cl-].[NH4+], predict the reaction product.